Dataset: Forward reaction prediction with 1.9M reactions from USPTO patents (1976-2016). Task: Predict the product of the given reaction. (1) Given the reactants [NH2:1][C:2]1[CH:3]=[N:4][CH:5]=[CH:6][CH:7]=1.[CH2:8]([O:10][C:11](=[O:25])[CH:12]([C:17](=O)[C:18]1[CH:23]=[CH:22][CH:21]=[CH:20][CH:19]=1)[CH2:13][C:14](=O)[CH3:15])[CH3:9].CC1C=CC(S(O)(=O)=O)=CC=1, predict the reaction product. The product is: [CH2:8]([O:10][C:11]([C:12]1[CH:13]=[C:14]([CH3:15])[N:1]([C:2]2[CH:3]=[N:4][CH:5]=[CH:6][CH:7]=2)[C:17]=1[C:18]1[CH:19]=[CH:20][CH:21]=[CH:22][CH:23]=1)=[O:25])[CH3:9]. (2) Given the reactants [OH:1][C:2]1[CH:11]=[CH:10][C:9]([NH:12][S:13]([CH3:16])(=[O:15])=[O:14])=[CH:8][C:3]=1[C:4]([O:6][CH3:7])=[O:5].Br[CH2:18][CH:19]1[CH2:21][CH2:20]1.C([O-])([O-])=O.[K+].[K+].Cl, predict the reaction product. The product is: [CH:19]1([CH2:18][N:12]([C:9]2[CH:10]=[CH:11][C:2]([OH:1])=[C:3]([CH:8]=2)[C:4]([O:6][CH3:7])=[O:5])[S:13]([CH3:16])(=[O:15])=[O:14])[CH2:21][CH2:20]1. (3) Given the reactants Cl.[CH:2]([NH2:4])=[NH:3].[C:5](OCC)(=[O:13])[C:6]#[C:7][C:8]([O:10][CH2:11][CH3:12])=[O:9].C(N(CC)CC)C, predict the reaction product. The product is: [OH:13][C:5]1[N:4]=[CH:2][N:3]=[C:7]([C:8]([O:10][CH2:11][CH3:12])=[O:9])[CH:6]=1. (4) Given the reactants CC([O:4][CH2:5][C:6]1[CH2:15][S:14][C@@H:9]2[C@H:10]([NH2:13])[C:11](=[O:12])[N:8]2[C:7]=1[C:16]([OH:18])=[O:17])=O.[OH-].[Na+].C([O-])(O)=O.[Na+].[S:26]1[CH:30]=[CH:29][CH:28]=[C:27]1[CH2:31][C:32](Cl)=[O:33], predict the reaction product. The product is: [OH:4][CH2:5][C:6]1[CH2:15][S:14][C@@H:9]2[CH:10]([NH:13][C:32](=[O:33])[CH2:31][C:27]3[S:26][CH:30]=[CH:29][CH:28]=3)[C:11](=[O:12])[N:8]2[C:7]=1[C:16]([OH:18])=[O:17]. (5) Given the reactants C[O:2][C:3]1[CH:4]=[C:5]([NH:11][S:12]([CH3:15])(=[O:14])=[O:13])[CH:6]=[C:7]([O:9]C)[CH:8]=1.B(Br)(Br)Br, predict the reaction product. The product is: [OH:2][C:3]1[CH:4]=[C:5]([NH:11][S:12]([CH3:15])(=[O:14])=[O:13])[CH:6]=[C:7]([OH:9])[CH:8]=1.